Dataset: Forward reaction prediction with 1.9M reactions from USPTO patents (1976-2016). Task: Predict the product of the given reaction. (1) The product is: [C:3]([N:11]1[CH2:16][CH2:15][N:14]([C:17](=[O:29])[C:18]([C:20]2[C:28]3[C:23](=[N:24][CH:25]=[CH:26][CH:27]=3)[N:22]([CH3:31])[CH:21]=2)=[O:19])[C@H:13]([CH3:30])[CH2:12]1)(=[O:10])[C:4]1[CH:5]=[CH:6][CH:7]=[CH:8][CH:9]=1. Given the reactants [H-].[Na+].[C:3]([N:11]1[CH2:16][CH2:15][N:14]([C:17](=[O:29])[C:18]([C:20]2[C:28]3[C:23](=[N:24][CH:25]=[CH:26][CH:27]=3)[NH:22][CH:21]=2)=[O:19])[C@H:13]([CH3:30])[CH2:12]1)(=[O:10])[C:4]1[CH:9]=[CH:8][CH:7]=[CH:6][CH:5]=1.[CH3:31]N(C=O)C, predict the reaction product. (2) Given the reactants [C:1]1([NH2:8])[C:2]([NH2:7])=[CH:3][CH:4]=[CH:5][CH:6]=1.[C:9](O)(=O)[C:10]1[CH:15]=[CH:14][CH:13]=[N:12][CH:11]=1, predict the reaction product. The product is: [N:12]1[CH:13]=[CH:14][CH:15]=[C:10]([C:9]2[NH:8][C:1]3[CH:6]=[CH:5][CH:4]=[CH:3][C:2]=3[N:7]=2)[CH:11]=1. (3) Given the reactants [C:1]1([NH:7][NH2:8])[CH:6]=[CH:5][CH:4]=[CH:3][CH:2]=1.[C:9]([C:15](OC)=[O:16])#[C:10][C:11]([O:13][CH3:14])=[O:12], predict the reaction product. The product is: [CH3:14][O:13][C:11]([C:10]1[CH2:9][C:15](=[O:16])[N:7]([C:1]2[CH:6]=[CH:5][CH:4]=[CH:3][CH:2]=2)[N:8]=1)=[O:12]. (4) Given the reactants [NH2:1][C:2]1[CH:31]=[CH:30][C:5]([CH2:6][C:7]2[NH:15][C:14]3[C:13](=[O:16])[N:12]([CH2:17][C:18]4[CH:23]=[CH:22][CH:21]=[CH:20][C:19]=4[F:24])[C:11](=[O:25])[N:10]([CH2:26][CH2:27][CH2:28][CH3:29])[C:9]=3[N:8]=2)=[CH:4][CH:3]=1.[CH:32]([C:35]1[CH:40]=[CH:39][C:38]([S:41](Cl)(=[O:43])=[O:42])=[CH:37][CH:36]=1)([CH3:34])[CH3:33], predict the reaction product. The product is: [CH2:26]([N:10]1[C:9]2[N:8]=[C:7]([CH2:6][C:5]3[CH:4]=[CH:3][C:2]([NH:1][S:41]([C:38]4[CH:39]=[CH:40][C:35]([CH:32]([CH3:34])[CH3:33])=[CH:36][CH:37]=4)(=[O:43])=[O:42])=[CH:31][CH:30]=3)[NH:15][C:14]=2[C:13](=[O:16])[N:12]([CH2:17][C:18]2[CH:23]=[CH:22][CH:21]=[CH:20][C:19]=2[F:24])[C:11]1=[O:25])[CH2:27][CH2:28][CH3:29]. (5) Given the reactants [ClH:1].[N:2]1([C:8]([C:10]2[CH:15]=[CH:14][CH:13]=[CH:12][C:11]=2[C:16]2[CH:21]=[CH:20][C:19]([CH2:22][C@H:23]([NH:38][C:39]([C@H:41]3[CH2:46][CH2:45][C@H:44]([CH2:47][NH:48]C(=O)OC(C)(C)C)[CH2:43][CH2:42]3)=[O:40])[C:24](=[O:37])[NH:25][C:26]3[CH:31]=[CH:30][C:29]([C:32]4[N:33]=[N:34][NH:35][N:36]=4)=[CH:28][CH:27]=3)=[CH:18][CH:17]=2)=[O:9])[CH2:7][CH2:6][O:5][CH2:4][CH2:3]1, predict the reaction product. The product is: [ClH:1].[NH2:48][CH2:47][C@H:44]1[CH2:45][CH2:46][C@H:41]([C:39]([NH:38][C@@H:23]([CH2:22][C:19]2[CH:20]=[CH:21][C:16]([C:11]3[CH:12]=[CH:13][CH:14]=[CH:15][C:10]=3[C:8]([N:2]3[CH2:3][CH2:4][O:5][CH2:6][CH2:7]3)=[O:9])=[CH:17][CH:18]=2)[C:24](=[O:37])[NH:25][C:26]2[CH:31]=[CH:30][C:29]([C:32]3[N:36]=[N:35][NH:34][N:33]=3)=[CH:28][CH:27]=2)=[O:40])[CH2:42][CH2:43]1.